Dataset: Peptide-MHC class II binding affinity with 134,281 pairs from IEDB. Task: Regression. Given a peptide amino acid sequence and an MHC pseudo amino acid sequence, predict their binding affinity value. This is MHC class II binding data. The peptide sequence is PIIIDQKYCPNKICT. The MHC is HLA-DQA10501-DQB10301 with pseudo-sequence HLA-DQA10501-DQB10301. The binding affinity (normalized) is 0.168.